Dataset: CYP2C9 inhibition data for predicting drug metabolism from PubChem BioAssay. Task: Regression/Classification. Given a drug SMILES string, predict its absorption, distribution, metabolism, or excretion properties. Task type varies by dataset: regression for continuous measurements (e.g., permeability, clearance, half-life) or binary classification for categorical outcomes (e.g., BBB penetration, CYP inhibition). Dataset: cyp2c9_veith. (1) The compound is CCOCCCNC(=O)/C(=C/c1ccc[nH]1)NC(=O)c1ccccc1. The result is 0 (non-inhibitor). (2) The drug is CCO[C@H](c1cc(OC)cc([N+](=O)[O-])c1OC)[C@H](C)/C=C\CC(=O)OC. The result is 0 (non-inhibitor).